Task: Predict which catalyst facilitates the given reaction.. Dataset: Catalyst prediction with 721,799 reactions and 888 catalyst types from USPTO (1) Reactant: C(OC([NH:8][C@@H:9]([C:42]([CH3:45])([CH3:44])[CH3:43])[C:10]([N:12]1[C@H:16]([C:17]([N:19]([CH2:29][C:30]2[CH:39]=[CH:38][C:33]([C:34]([O:36][CH3:37])=[O:35])=[CH:32][CH:31]=2)[C@@H:20]([C:22]2[CH:27]=[CH:26][CH:25]=[CH:24][C:23]=2[F:28])[CH3:21])=[O:18])[CH2:15][Si:14]([CH3:41])([CH3:40])[CH2:13]1)=[O:11])=O)(C)(C)C.[ClH:46]. Product: [NH2:8][C@@H:9]([C:42]([CH3:43])([CH3:45])[CH3:44])[C:10]([N:12]1[C@H:16]([C:17]([N:19]([CH2:29][C:30]2[CH:31]=[CH:32][C:33]([C:34]([O:36][CH3:37])=[O:35])=[CH:38][CH:39]=2)[C@@H:20]([C:22]2[CH:27]=[CH:26][CH:25]=[CH:24][C:23]=2[F:28])[CH3:21])=[O:18])[CH2:15][Si:14]([CH3:41])([CH3:40])[CH2:13]1)=[O:11].[ClH:46]. The catalyst class is: 2. (2) Reactant: [NH2:1][C:2]1[N:7]=[CH:6][C:5]([C:8]2[CH:9]=[C:10]([NH2:19])[C:11]([NH:14][C:15]([CH3:18])([CH3:17])[CH3:16])=[CH:12][CH:13]=2)=[CH:4][N:3]=1.[CH3:20][O:21][C:22]1[CH:23]=[CH:24][C:25]([N:30]2[CH:34]=[N:33][CH:32]=[N:31]2)=[C:26]([CH:29]=1)[CH:27]=O.OOS([O-])=O.[K+].S([O-])([O-])(=O)=S.[Na+].[Na+]. Product: [C:15]([N:14]1[C:11]2[CH:12]=[CH:13][C:8]([C:5]3[CH:4]=[N:3][C:2]([NH2:1])=[N:7][CH:6]=3)=[CH:9][C:10]=2[N:19]=[C:27]1[C:26]1[CH:29]=[C:22]([O:21][CH3:20])[CH:23]=[CH:24][C:25]=1[N:30]1[CH:34]=[N:33][CH:32]=[N:31]1)([CH3:16])([CH3:18])[CH3:17]. The catalyst class is: 18.